From a dataset of Full USPTO retrosynthesis dataset with 1.9M reactions from patents (1976-2016). Predict the reactants needed to synthesize the given product. (1) The reactants are: [CH3:1][O:2][C:3]1[CH:27]=[C:26]([O:28][CH3:29])[CH:25]=[CH:24][C:4]=1[CH2:5][N:6]1[C:9](=[O:10])[C@@H:8]([NH:11][C:12](=[O:21])[O:13][CH2:14][C:15]2[CH:20]=[CH:19][CH:18]=[CH:17][CH:16]=2)[C@H:7]1[CH2:22]I.[N-:30]=[N+:31]=[N-:32].C([N+](CCCC)(CCCC)CCCC)CCC. Given the product [N:30]([CH2:22][C@@H:7]1[C@H:8]([NH:11][C:12](=[O:21])[O:13][CH2:14][C:15]2[CH:20]=[CH:19][CH:18]=[CH:17][CH:16]=2)[C:9](=[O:10])[N:6]1[CH2:5][C:4]1[CH:24]=[CH:25][C:26]([O:28][CH3:29])=[CH:27][C:3]=1[O:2][CH3:1])=[N+:31]=[N-:32], predict the reactants needed to synthesize it. (2) Given the product [CH3:37][O:36][C:34]([C:33]1[C:3]([OH:2])=[C:5]2[C:6](=[CH:21][N:22]=1)[N:7]([CH2:13][CH2:14][C:15]1[CH:20]=[CH:19][CH:18]=[CH:17][CH:16]=1)[C:8](=[O:12])[C:9]([Br:11])=[CH:10]2)=[O:35], predict the reactants needed to synthesize it. The reactants are: C[O:2][C:3]([C:5]1[CH:10]=[C:9]([Br:11])[C:8](=[O:12])[N:7]([CH2:13][CH2:14][C:15]2[CH:20]=[CH:19][CH:18]=[CH:17][CH:16]=2)[C:6]=1[CH2:21][N:22]([CH2:33][C:34]([O:36][CH3:37])=[O:35])S(C1C=CC(C)=CC=1)(=O)=O)=O.C[O-].[Na+].Cl.